This data is from Experimentally validated miRNA-target interactions with 360,000+ pairs, plus equal number of negative samples. The task is: Binary Classification. Given a miRNA mature sequence and a target amino acid sequence, predict their likelihood of interaction. The miRNA is hsa-miR-548ab with sequence AAAAGUAAUUGUGGAUUUUGCU. The protein sequence of the target gene is MDPGQQPPPQPAPQGQGQPPSQPPQGQGPPSGPGQPAPAATQAAPQAPPAGHQIVHVRGDSETDLEALFNAVMNPKTANVPQTVPMRLRKLPDSFFKPPEPKSHSRQASTDAGTAGALTPQHVRAHSSPASLQLGAVSPGTLTPTGVVSGPAATPTAQHLRQSSFEIPDDVPLPAGWEMAKTSSGQRYFLNHIDQTTTWQDPRKAMLSQMNVTAPTSPPVQQNMMNSASGPLPDGWEQAMTQDGEIYYINHKNKTTSWLDPRLDPRFAMNQRISQSAPVKQPPPLAPQSPQGGVMGGSNS.... Result: 1 (interaction).